Dataset: Retrosynthesis with 50K atom-mapped reactions and 10 reaction types from USPTO. Task: Predict the reactants needed to synthesize the given product. (1) The reactants are: CC1CCCN1.CCNC(=O)N1CCc2nc(-c3ccc(OCCCCl)cc3)sc2C1. Given the product CCNC(=O)N1CCc2nc(-c3ccc(OCCCN4CCCC4C)cc3)sc2C1, predict the reactants needed to synthesize it. (2) Given the product O=C1CCc2ccc(OC3CCNCC3)cc2N1, predict the reactants needed to synthesize it. The reactants are: CC(C)(C)OC(=O)N1CCC(Oc2ccc3c(c2)NC(=O)CC3)CC1.